Dataset: NCI-60 drug combinations with 297,098 pairs across 59 cell lines. Task: Regression. Given two drug SMILES strings and cell line genomic features, predict the synergy score measuring deviation from expected non-interaction effect. (1) Drug 1: CS(=O)(=O)C1=CC(=C(C=C1)C(=O)NC2=CC(=C(C=C2)Cl)C3=CC=CC=N3)Cl. Drug 2: CC=C1C(=O)NC(C(=O)OC2CC(=O)NC(C(=O)NC(CSSCCC=C2)C(=O)N1)C(C)C)C(C)C. Cell line: A498. Synergy scores: CSS=33.8, Synergy_ZIP=-7.18, Synergy_Bliss=-6.36, Synergy_Loewe=-23.1, Synergy_HSA=-5.73. (2) Drug 1: CCC1(C2=C(COC1=O)C(=O)N3CC4=CC5=C(C=CC(=C5CN(C)C)O)N=C4C3=C2)O.Cl. Drug 2: C1C(C(OC1N2C=NC(=NC2=O)N)CO)O. Cell line: ACHN. Synergy scores: CSS=35.6, Synergy_ZIP=-0.368, Synergy_Bliss=1.27, Synergy_Loewe=-24.6, Synergy_HSA=1.38. (3) Drug 1: CC1CCC2CC(C(=CC=CC=CC(CC(C(=O)C(C(C(=CC(C(=O)CC(OC(=O)C3CCCCN3C(=O)C(=O)C1(O2)O)C(C)CC4CCC(C(C4)OC)OCCO)C)C)O)OC)C)C)C)OC. Drug 2: C(=O)(N)NO. Cell line: UO-31. Synergy scores: CSS=23.5, Synergy_ZIP=-4.93, Synergy_Bliss=-0.122, Synergy_Loewe=-15.9, Synergy_HSA=0.00525. (4) Drug 1: CC1C(C(=O)NC(C(=O)N2CCCC2C(=O)N(CC(=O)N(C(C(=O)O1)C(C)C)C)C)C(C)C)NC(=O)C3=C4C(=C(C=C3)C)OC5=C(C(=O)C(=C(C5=N4)C(=O)NC6C(OC(=O)C(N(C(=O)CN(C(=O)C7CCCN7C(=O)C(NC6=O)C(C)C)C)C)C(C)C)C)N)C. Drug 2: C1=NC2=C(N1)C(=S)N=CN2. Cell line: RPMI-8226. Synergy scores: CSS=60.8, Synergy_ZIP=1.38, Synergy_Bliss=1.42, Synergy_Loewe=-19.6, Synergy_HSA=2.03. (5) Drug 1: C1=NNC2=C1C(=O)NC=N2. Drug 2: CC1CCCC2(C(O2)CC(NC(=O)CC(C(C(=O)C(C1O)C)(C)C)O)C(=CC3=CSC(=N3)C)C)C. Cell line: DU-145. Synergy scores: CSS=42.6, Synergy_ZIP=3.43, Synergy_Bliss=0.346, Synergy_Loewe=-39.2, Synergy_HSA=-2.79. (6) Drug 1: C1=NC2=C(N=C(N=C2N1C3C(C(C(O3)CO)O)F)Cl)N. Cell line: HCT116. Drug 2: CCC1=C2CN3C(=CC4=C(C3=O)COC(=O)C4(CC)O)C2=NC5=C1C=C(C=C5)O. Synergy scores: CSS=52.4, Synergy_ZIP=-5.64, Synergy_Bliss=-4.29, Synergy_Loewe=-14.7, Synergy_HSA=-2.64.